Predict the reactants needed to synthesize the given product. From a dataset of Full USPTO retrosynthesis dataset with 1.9M reactions from patents (1976-2016). (1) Given the product [Cl:1][C:2]1[CH:3]=[CH:4][C:5]([C:28]([F:30])([F:29])[F:31])=[C:6]([CH:27]=1)[CH2:7][N:8]1[CH2:13][CH2:12][NH:11][C:10]2[N:14]=[CH:15][C:16]([C:18]3[CH:26]=[CH:25][C:21]([C:22]([NH:44][CH2:43][C:41]4[N:42]=[C:38]([C:32]5[CH:33]=[CH:34][CH:35]=[CH:36][CH:37]=5)[S:39][CH:40]=4)=[O:23])=[CH:20][CH:19]=3)=[CH:17][C:9]1=2, predict the reactants needed to synthesize it. The reactants are: [Cl:1][C:2]1[CH:3]=[CH:4][C:5]([C:28]([F:31])([F:30])[F:29])=[C:6]([CH:27]=1)[CH2:7][N:8]1[CH2:13][CH2:12][NH:11][C:10]2[N:14]=[CH:15][C:16]([C:18]3[CH:26]=[CH:25][C:21]([C:22](O)=[O:23])=[CH:20][CH:19]=3)=[CH:17][C:9]1=2.[C:32]1([C:38]2[S:39][CH:40]=[C:41]([CH2:43][NH2:44])[N:42]=2)[CH:37]=[CH:36][CH:35]=[CH:34][CH:33]=1. (2) Given the product [Br:6][C:7]1[CH:12]=[C:11]([N+:13]([O-:15])=[O:14])[CH:10]=[C:9]([Br:16])[C:8]=1[I:25], predict the reactants needed to synthesize it. The reactants are: CN(C)C=O.[Br:6][C:7]1[CH:12]=[C:11]([N+:13]([O-:15])=[O:14])[CH:10]=[C:9]([Br:16])[C:8]=1OS(C(F)(F)F)(=O)=O.[I-:25].[Na+]. (3) The reactants are: [CH3:1][S:2](Cl)(=[O:4])=[O:3].[F:6][C:7]1[C:12]2[C:13]([C:19]3[CH:24]=[CH:23][C:22]([F:25])=[CH:21][CH:20]=3)=[N:14][C:15]([CH3:18])([CH3:17])[O:16][C:11]=2[CH:10]=[C:9]([NH2:26])[CH:8]=1. Given the product [F:6][C:7]1[C:12]2[C:13]([C:19]3[CH:24]=[CH:23][C:22]([F:25])=[CH:21][CH:20]=3)=[N:14][C:15]([CH3:18])([CH3:17])[O:16][C:11]=2[CH:10]=[C:9]([NH:26][S:2]([CH3:1])(=[O:4])=[O:3])[CH:8]=1, predict the reactants needed to synthesize it. (4) Given the product [Br:1][C:2]1[C:3](=[O:29])[N:4]([CH2:19][C:20]2[CH:28]=[CH:27][C:23]([C:24]([NH:46][CH2:45][CH2:43][OH:44])=[O:26])=[CH:22][CH:21]=2)[C:5]([CH3:18])=[CH:6][C:7]=1[O:8][CH2:9][C:10]1[CH:15]=[CH:14][C:13]([F:16])=[CH:12][C:11]=1[F:17], predict the reactants needed to synthesize it. The reactants are: [Br:1][C:2]1[C:3](=[O:29])[N:4]([CH2:19][C:20]2[CH:28]=[CH:27][C:23]([C:24]([OH:26])=O)=[CH:22][CH:21]=2)[C:5]([CH3:18])=[CH:6][C:7]=1[O:8][CH2:9][C:10]1[CH:15]=[CH:14][C:13]([F:16])=[CH:12][C:11]=1[F:17].ON1C2C=CC=CC=2N=N1.N=C=N.[CH2:43]([CH2:45][NH2:46])[OH:44].CN=C=O. (5) The reactants are: Cl[C:2]1[N:3]([CH2:25][CH:26]2[CH2:30][CH2:29][O:28][CH2:27]2)[C:4]2[C:9]([N:10]=1)=[C:8]([N:11]1[CH2:16][CH2:15][O:14][CH2:13][CH2:12]1)[N:7]=[C:6]([C:17]1[CH:18]=[N:19][C:20]([NH:23][CH3:24])=[N:21][CH:22]=1)[N:5]=2.[NH:31]1[CH2:36][CH2:35][O:34][CH2:33][CH2:32]1. Given the product [N:11]1([C:8]2[N:7]=[C:6]([C:17]3[CH:18]=[N:19][C:20]([NH:23][CH3:24])=[N:21][CH:22]=3)[N:5]=[C:4]3[C:9]=2[N:10]=[C:2]([N:31]2[CH2:36][CH2:35][O:34][CH2:33][CH2:32]2)[N:3]3[CH2:25][CH:26]2[CH2:30][CH2:29][O:28][CH2:27]2)[CH2:16][CH2:15][O:14][CH2:13][CH2:12]1, predict the reactants needed to synthesize it. (6) The reactants are: [H-].[Na+].[OH:3][C@@H:4]1[CH2:8][CH2:7][N:6]([C:9]([C:11]2[S:19][C:18]3[C:13](=[N:14][CH:15]=[CH:16][C:17]=3[Cl:20])[CH:12]=2)=[O:10])[CH2:5]1.[CH3:21]I.[C-]#N.[K+]. Given the product [Cl:20][C:17]1[CH:16]=[CH:15][N:14]=[C:13]2[CH:12]=[C:11]([C:9]([N:6]3[CH2:7][CH2:8][C@@H:4]([O:3][CH3:21])[CH2:5]3)=[O:10])[S:19][C:18]=12, predict the reactants needed to synthesize it.